This data is from Full USPTO retrosynthesis dataset with 1.9M reactions from patents (1976-2016). The task is: Predict the reactants needed to synthesize the given product. Given the product [C:1]([O:5][C:6]([NH:8][CH2:9][C@H:10]1[CH2:15][CH2:14][C@H:13]([C:16]([NH:18][C@@H:19]([CH2:20][C:21]2[CH:26]=[CH:25][C:24]([C:27]3[CH:32]=[CH:31][C:30]([C:33](=[O:34])[NH:67][CH:64]4[CH2:65][CH2:66][N:61]([CH3:60])[CH2:62][CH2:63]4)=[CH:29][C:28]=3[CH3:36])=[CH:23][CH:22]=2)[C:37]([NH:39][C:40]2[CH:41]=[CH:42][C:43]([C:46]3[NH:50][N:49]=[C:48]([C:51]([F:59])([F:58])[C:52]([F:53])([F:54])[C:55]([OH:57])=[O:56])[N:47]=3)=[CH:44][CH:45]=2)=[O:38])=[O:17])[CH2:12][CH2:11]1)=[O:7])([CH3:2])([CH3:3])[CH3:4], predict the reactants needed to synthesize it. The reactants are: [C:1]([O:5][C:6]([NH:8][CH2:9][C@H:10]1[CH2:15][CH2:14][C@H:13]([C:16]([NH:18][C@H:19]([C:37]([NH:39][C:40]2[CH:45]=[CH:44][C:43]([C:46]3[NH:50][N:49]=[C:48]([C:51]([F:59])([F:58])[C:52]([C:55]([OH:57])=[O:56])([F:54])[F:53])[N:47]=3)=[CH:42][CH:41]=2)=[O:38])[CH2:20][C:21]2[CH:26]=[CH:25][C:24]([C:27]3[CH:32]=[CH:31][C:30]([C:33](O)=[O:34])=[CH:29][C:28]=3[CH3:36])=[CH:23][CH:22]=2)=[O:17])[CH2:12][CH2:11]1)=[O:7])([CH3:4])([CH3:3])[CH3:2].[CH3:60][N:61]1[CH2:66][CH2:65][CH:64]([NH2:67])[CH2:63][CH2:62]1.C(N(CC)C(C)C)(C)C.F[P-](F)(F)(F)(F)F.CN(C(ON1C2=NC=CC=C2N=N1)=[N+](C)C)C.